Dataset: Reaction yield outcomes from USPTO patents with 853,638 reactions. Task: Predict the reaction yield, written as a fraction of the theoretical maximum amount of product (1.0 means a 100% yield; for example, 0.34 means a 34% yield). (1) The product is [CH:48]([OH:49])=[O:57].[C:1]([C:5]1[CH:9]=[C:8]([NH:10][C:11]([NH:13][C@@H:14]2[C:23]3[C:18](=[CH:19][CH:20]=[CH:21][CH:22]=3)[C@H:17]([O:24][C:25]3[CH:26]=[CH:27][C:28]4[N:29]([C:31]([N:34]5[CH2:39][CH2:38][CH2:37][CH2:36][C@@H:35]5[CH3:40])=[N:32][N:33]=4)[CH:30]=3)[CH2:16][CH2:15]2)=[O:12])[N:7]([C:41]2[CH:54]=[CH:53][CH:52]=[C:43]([O:44][C@@H:45]([CH3:51])[CH2:46][N:47]([CH3:48])[CH3:55])[CH:42]=2)[N:6]=1)([CH3:2])([CH3:3])[CH3:4]. The reactants are [C:1]([C:5]1[CH:9]=[C:8]([NH:10][C:11]([NH:13][C@@H:14]2[C:23]3[C:18](=[CH:19][CH:20]=[CH:21][CH:22]=3)[C@H:17]([O:24][C:25]3[CH:26]=[CH:27][C:28]4[N:29]([C:31]([N:34]5[CH2:39][CH2:38][CH2:37][CH2:36][C@@H:35]5[CH3:40])=[N:32][N:33]=4)[CH:30]=3)[CH2:16][CH2:15]2)=[O:12])[N:7]([C:41]2[CH:42]=[C:43]([CH:52]=[CH:53][CH:54]=2)[O:44][C@@H:45]([CH3:51])[CH2:46][NH:47][C:48](N)=[O:49])[N:6]=1)([CH3:4])([CH3:3])[CH3:2].[CH3:55]S(O)(=O)=[O:57].CNC. The yield is 0.0500. The catalyst is C1COCC1. (2) The reactants are [NH2:1][C:2]1[C:3]2[C:4]3[C:5](=[N:17][N:18]([CH2:20][C:21]4[C:26]([Cl:27])=[C:25]([O:28][CH3:29])[C:24]([CH3:30])=[CH:23][N:22]=4)[N:19]=2)[CH:6]=[C:7]([CH2:12][C:13]([NH:15][CH3:16])=[O:14])[C:8]=3[CH2:9][S:10][N:11]=1.Cl. The catalyst is C(O)C. The product is [ClH:27].[NH2:1][C:2]1[C:3]2[C:4]3[C:5](=[N:17][N:18]([CH2:20][C:21]4[C:26]([Cl:27])=[C:25]([O:28][CH3:29])[C:24]([CH3:30])=[CH:23][N:22]=4)[N:19]=2)[CH:6]=[C:7]([CH2:12][C:13]([NH:15][CH3:16])=[O:14])[C:8]=3[CH2:9][S:10][N:11]=1. The yield is 0.940. (3) The reactants are [CH2:1](O)[CH3:2].[F:4][C:5]([F:17])([F:16])[CH:6]([O:10][C:11](=[O:15])[C:12]([CH3:14])=[CH2:13])[C:7]([OH:9])=[O:8].C1(N=C=NC2CCCCC2)CCCCC1.CN(C1C=CC=CN=1)C. The catalyst is ClCCl. The product is [C:11]([O:10][CH:6]([C:7]([O:9][CH2:1][CH3:2])=[O:8])[C:5]([F:16])([F:17])[F:4])(=[O:15])[C:12]([CH3:14])=[CH2:13]. The yield is 0.650. (4) The reactants are [Cl:1][CH2:2][C:3]1[CH:8]=[CH:7][C:6]([CH2:9][C:10]#[N:11])=[CH:5][CH:4]=1.[NH2:12][C:13]([NH2:15])=[S:14]. The catalyst is CO. The product is [ClH:1].[C:10]([CH2:9][C:6]1[CH:7]=[CH:8][C:3]([CH2:2][S:14][C:13](=[NH:12])[NH2:15])=[CH:4][CH:5]=1)#[N:11]. The yield is 0.750. (5) The reactants are [I:1][C:2]1[C:6]([C:7](O)=[O:8])=[CH:5][N:4]([CH:10]2[CH2:15][CH2:14][CH2:13][CH2:12][O:11]2)[N:3]=1. The catalyst is C1COCC1. The product is [I:1][C:2]1[C:6]([CH2:7][OH:8])=[CH:5][N:4]([CH:10]2[CH2:15][CH2:14][CH2:13][CH2:12][O:11]2)[N:3]=1. The yield is 0.470. (6) The reactants are [NH2:1][CH2:2][CH2:3][C:4]1[CH:10]=[CH:9][CH:8]=[CH:7][C:5]=1N.C([N:13](CC)CC)C.C(OC(OC([O-])=O)=O)(C)(C)C.[C:29]1([S:35](Cl)(=[O:37])=[O:36])[CH:34]=[CH:33][CH:32]=[CH:31][CH:30]=1.Cl. The catalyst is C(Cl)Cl.N1C=CC=CC=1.O1CCOCC1.O. The product is [NH2:1][CH2:2][CH2:3][C:4]1[CH:10]=[CH:9][C:8]([NH:13][S:35]([C:29]2[CH:34]=[CH:33][CH:32]=[CH:31][CH:30]=2)(=[O:37])=[O:36])=[CH:7][CH:5]=1. The yield is 0.260. (7) The reactants are Br[C:2]1[C:3]([NH:25][CH3:26])=[N:4][C:5]([NH:8][C:9]2[CH:14]=[CH:13][C:12]([C:15]([N:17]3[CH2:22][CH2:21][O:20][CH2:19][CH2:18]3)=[O:16])=[CH:11][C:10]=2[O:23][CH3:24])=[N:6][CH:7]=1.[CH3:27][N:28](C=O)C. The catalyst is [C-]#N.[Zn+2].[C-]#N.C1C=CC(/C=C/C(/C=C/C2C=CC=CC=2)=O)=CC=1.C1C=CC(/C=C/C(/C=C/C2C=CC=CC=2)=O)=CC=1.C1C=CC(/C=C/C(/C=C/C2C=CC=CC=2)=O)=CC=1.[Pd].[Pd].C1C=CC(P(C2C=CC=CC=2)[C-]2C=CC=C2)=CC=1.C1C=CC(P(C2C=CC=CC=2)[C-]2C=CC=C2)=CC=1.[Fe+2]. The product is [CH3:24][O:23][C:10]1[CH:11]=[C:12]([C:15]([N:17]2[CH2:22][CH2:21][O:20][CH2:19][CH2:18]2)=[O:16])[CH:13]=[CH:14][C:9]=1[NH:8][C:5]1[N:4]=[C:3]([NH:25][CH3:26])[C:2]([C:27]#[N:28])=[CH:7][N:6]=1. The yield is 0.820.